From a dataset of Full USPTO retrosynthesis dataset with 1.9M reactions from patents (1976-2016). Predict the reactants needed to synthesize the given product. (1) Given the product [N:18]1[CH:19]=[CH:20][C:15]([CH:14]([C:21]2[CH:26]=[CH:25][N:24]=[CH:23][CH:22]=2)[CH2:13][NH:12][C:10]2[C:9]3[C:4](=[CH:5][CH:6]=[CH:7][CH:8]=3)[N:3]=[C:2]([C:35]3[CH:34]=[CH:33][C:32]([NH:31][S:28]([CH3:27])(=[O:29])=[O:30])=[CH:37][CH:36]=3)[N:11]=2)=[CH:16][CH:17]=1, predict the reactants needed to synthesize it. The reactants are: Cl[C:2]1[N:11]=[C:10]([NH:12][CH2:13][CH:14]([C:21]2[CH:26]=[CH:25][N:24]=[CH:23][CH:22]=2)[C:15]2[CH:20]=[CH:19][N:18]=[CH:17][CH:16]=2)[C:9]2[C:4](=[CH:5][CH:6]=[CH:7][CH:8]=2)[N:3]=1.[CH3:27][S:28]([NH:31][C:32]1[CH:37]=[CH:36][C:35](B(O)O)=[CH:34][CH:33]=1)(=[O:30])=[O:29].C1(C(C2C=CC=CN=2)CNC2C3C(=CC=CC=3)N=C(C3C=CC(NS(C)(=O)=O)=CC=3)N=2)C=CC=CC=1. (2) Given the product [CH3:12][N:6]1[C:5](=[O:13])[C:4]2[C:9](=[CH:10][CH:11]=[C:2]([N:20]3[CH2:19][CH:18]4[CH2:14][N:15]([C:22]([O:24][C:25]([CH3:28])([CH3:27])[CH3:26])=[O:23])[CH2:16][CH:17]4[CH2:21]3)[CH:3]=2)[N:8]=[CH:7]1, predict the reactants needed to synthesize it. The reactants are: Br[C:2]1[CH:3]=[C:4]2[C:9](=[CH:10][CH:11]=1)[N:8]=[CH:7][N:6]([CH3:12])[C:5]2=[O:13].[CH2:14]1[CH:18]2[CH2:19][NH:20][CH2:21][CH:17]2[CH2:16][N:15]1[C:22]([O:24][C:25]([CH3:28])([CH3:27])[CH3:26])=[O:23].P([O-])([O-])([O-])=O.[K+].[K+].[K+]. (3) Given the product [F:1][C:2]1[CH:7]=[CH:6][CH:5]=[CH:4][C:3]=1[C@H:8]1[CH2:9][O:10][C@@H:11]([CH3:14])[CH2:12][N:13]1[C:16]1[N:26]=[CH:25][C:19]2[O:20][CH2:21][C:22](=[O:24])[NH:23][C:18]=2[CH:17]=1, predict the reactants needed to synthesize it. The reactants are: [F:1][C:2]1[CH:7]=[CH:6][CH:5]=[CH:4][C:3]=1[C@H:8]1[NH:13][CH2:12][C@@H:11]([CH3:14])[O:10][CH2:9]1.Cl[C:16]1[N:26]=[CH:25][C:19]2[O:20][CH2:21][C:22](=[O:24])[NH:23][C:18]=2[CH:17]=1.